This data is from Forward reaction prediction with 1.9M reactions from USPTO patents (1976-2016). The task is: Predict the product of the given reaction. (1) Given the reactants [CH2:1]([O:3][C:4]1[CH:9]=[CH:8][C:7]([C:10]#[C:11][C:12]2[CH:17]=[CH:16][C:15]([CH2:18][CH2:19][C:20]([OH:22])=O)=[CH:14][CH:13]=2)=[CH:6][CH:5]=1)[CH3:2].[CH3:23][N:24](C(ON1N=NC2C=CC=CC1=2)=[N+](C)C)C.[B-](F)(F)(F)F.CN.C(=O)([O-])O.[K+], predict the reaction product. The product is: [CH2:1]([O:3][C:4]1[CH:9]=[CH:8][C:7]([C:10]#[C:11][C:12]2[CH:17]=[CH:16][C:15]([CH2:18][CH2:19][C:20]([NH:24][CH3:23])=[O:22])=[CH:14][CH:13]=2)=[CH:6][CH:5]=1)[CH3:2]. (2) Given the reactants [O:1]=[C:2]1[N:8]([CH:9]2[CH2:14][CH2:13][N:12]([C:15]([O:17][C@H:18]([CH2:40][C:41]3[CH:46]=[CH:45][C:44]([OH:47])=[CH:43][CH:42]=3)[C:19]([N:21]3[CH2:26][CH2:25][N:24]([CH:27]4[CH2:32][CH2:31][N:30](OC(C)(C)C)[C:29](=C=O)[CH2:28]4)[CH2:23][CH2:22]3)=[O:20])=[O:16])[CH2:11][CH2:10]2)[CH2:7][CH2:6][C:5]2[CH:48]=[CH:49][CH:50]=[CH:51][C:4]=2[NH:3]1, predict the reaction product. The product is: [O:1]=[C:2]1[N:8]([CH:9]2[CH2:14][CH2:13][N:12]([C:15]([O:17][C@H:18]([CH2:40][C:41]3[CH:42]=[CH:43][C:44]([OH:47])=[CH:45][CH:46]=3)[C:19](=[O:20])[N:21]3[CH2:22][CH2:23][N:24]([CH:27]4[CH2:28][CH2:29][NH:30][CH2:31][CH2:32]4)[CH2:25][CH2:26]3)=[O:16])[CH2:11][CH2:10]2)[CH2:7][CH2:6][C:5]2[CH:48]=[CH:49][CH:50]=[CH:51][C:4]=2[NH:3]1. (3) Given the reactants C(=O)([O-])[O-].[K+].[K+].[CH2:7](Br)[C:8]1[CH:13]=[CH:12][CH:11]=[CH:10][CH:9]=1.[OH:15][CH2:16][CH:17]1[CH2:22][CH2:21][CH:20]([C:23]([OH:25])=[O:24])[CH2:19][CH2:18]1.O, predict the reaction product. The product is: [CH2:7]([O:25][C:23]([CH:20]1[CH2:21][CH2:22][CH:17]([CH2:16][OH:15])[CH2:18][CH2:19]1)=[O:24])[C:8]1[CH:13]=[CH:12][CH:11]=[CH:10][CH:9]=1.